This data is from Reaction yield outcomes from USPTO patents with 853,638 reactions. The task is: Predict the reaction yield, written as a fraction of the theoretical maximum amount of product (1.0 means a 100% yield; for example, 0.34 means a 34% yield). (1) The reactants are [Br:1][C:2]1[CH:8]=[CH:7][C:5]([NH2:6])=[C:4]([CH3:9])[CH:3]=1.F[C:11]1[CH:12]=[N:13][CH:14]=[CH:15][C:16]=1[C:17]([OH:19])=[O:18].[Li+].C[Si]([N-][Si](C)(C)C)(C)C. The catalyst is C1COCC1. The product is [Br:1][C:2]1[CH:8]=[CH:7][C:5]([NH:6][C:15]2[CH:14]=[N:13][CH:12]=[CH:11][C:16]=2[C:17]([OH:19])=[O:18])=[C:4]([CH3:9])[CH:3]=1. The yield is 0.700. (2) The reactants are [OH:1][C:2]1[CH:9]=[CH:8][C:7]([CH3:10])=[CH:6][C:3]=1[CH:4]=[O:5].C(=O)([O-])[O-].[Cs+].[Cs+].[I-].[K+].[C:19]([O:22][CH2:23][CH2:24]Br)(=[O:21])[CH3:20]. The yield is 1.00. The product is [CH:4]([C:3]1[CH:6]=[C:7]([CH3:10])[CH:8]=[CH:9][C:2]=1[O:1][CH2:24][CH2:23][O:22][C:19](=[O:21])[CH3:20])=[O:5]. The catalyst is CN(C)C=O.C(OCC)C. (3) The reactants are [NH2:1][CH2:2][CH2:3][C@H:4]([NH:24][C:25](=[O:31])[O:26][C:27]([CH3:30])([CH3:29])[CH3:28])[CH2:5][O:6][Si:7]([C:20]([CH3:23])([CH3:22])[CH3:21])([C:14]1[CH:19]=[CH:18][CH:17]=[CH:16][CH:15]=1)[C:8]1[CH:13]=[CH:12][CH:11]=[CH:10][CH:9]=1.C([O-])(O)=O.[Na+].[C:37](O[C:37]([O:39][C:40]([CH3:43])([CH3:42])[CH3:41])=[O:38])([O:39][C:40]([CH3:43])([CH3:42])[CH3:41])=[O:38]. The catalyst is C(Cl)Cl. The product is [Si:7]([O:6][CH2:5][C@@H:4]([NH:24][C:25](=[O:31])[O:26][C:27]([CH3:30])([CH3:29])[CH3:28])[CH2:3][CH2:2][NH:1][C:37](=[O:38])[O:39][C:40]([CH3:43])([CH3:42])[CH3:41])([C:20]([CH3:23])([CH3:21])[CH3:22])([C:8]1[CH:13]=[CH:12][CH:11]=[CH:10][CH:9]=1)[C:14]1[CH:19]=[CH:18][CH:17]=[CH:16][CH:15]=1. The yield is 0.770. (4) The yield is 0.990. The catalyst is C(O)C. The product is [IH:1].[F:3][C:4]1[CH:5]=[C:6]([NH:18][C:19]([S:20][CH3:2])=[NH:21])[CH:7]=[C:8]([O:16][CH3:17])[C:9]=1[N:10]1[CH:14]=[N:13][C:12]([CH3:15])=[N:11]1. The reactants are [I:1][CH3:2].[F:3][C:4]1[CH:5]=[C:6]([NH:18][C:19]([NH2:21])=[S:20])[CH:7]=[C:8]([O:16][CH3:17])[C:9]=1[N:10]1[CH:14]=[N:13][C:12]([CH3:15])=[N:11]1. (5) The reactants are Br[C:2]1[N:3]([CH2:21][CH2:22][C:23]([O:25][CH3:26])=[O:24])[C:4]2[C:9]([C:10]=1[CH:11]1[CH2:16][CH2:15][CH2:14][CH2:13][CH2:12]1)=[CH:8][CH:7]=[C:6]([C:17]([O:19][CH3:20])=[O:18])[CH:5]=2.C([O-])([O-])=O.[Na+].[Na+].CC1(C)C(C)(C)OB([C:41]2[CH:46]=[CH:45][CH:44]=[CH:43][C:42]=2[NH:47][C:48](=[O:54])[O:49][C:50]([CH3:53])([CH3:52])[CH3:51])O1. The catalyst is O1CCOCC1.Cl[Pd](Cl)([P](C1C=CC=CC=1)(C1C=CC=CC=1)C1C=CC=CC=1)[P](C1C=CC=CC=1)(C1C=CC=CC=1)C1C=CC=CC=1. The product is [C:50]([O:49][C:48]([NH:47][C:42]1[CH:43]=[CH:44][CH:45]=[CH:46][C:41]=1[C:2]1[N:3]([CH2:21][CH2:22][C:23]([O:25][CH3:26])=[O:24])[C:4]2[C:9]([C:10]=1[CH:11]1[CH2:12][CH2:13][CH2:14][CH2:15][CH2:16]1)=[CH:8][CH:7]=[C:6]([C:17]([O:19][CH3:20])=[O:18])[CH:5]=2)=[O:54])([CH3:51])([CH3:52])[CH3:53]. The yield is 0.600.